Predict which catalyst facilitates the given reaction. From a dataset of Catalyst prediction with 721,799 reactions and 888 catalyst types from USPTO. (1) Reactant: F[CH2:2][C:3]([C:5]1[CH:10]=[CH:9][CH:8]=[CH:7][CH:6]=1)=O.[NH2:11][NH2:12].C(Cl)Cl. Product: [CH3:2][C:3]1[C:5]2[C:10](=[CH:9][CH:8]=[CH:7][CH:6]=2)[NH:12][N:11]=1. The catalyst class is: 196. (2) Reactant: [C:1]([NH:4][CH2:5][C:6]1[CH:7]=[C:8]2[C:12](=[CH:13][CH:14]=1)[N:11]([C:15]1[CH:20]=[CH:19][CH:18]=[C:17]([C:21]#[C:22][C@:23]3([OH:30])[CH2:27][CH2:26][N:25]([CH3:28])[C:24]3=[O:29])[CH:16]=1)[N:10]=[C:9]2[C:31]([O:33]C)=O)(=[O:3])[CH3:2].[NH3:35]. Product: [C:1]([NH:4][CH2:5][C:6]1[CH:7]=[C:8]2[C:12](=[CH:13][CH:14]=1)[N:11]([C:15]1[CH:20]=[CH:19][CH:18]=[C:17]([C:21]#[C:22][C@:23]3([OH:30])[CH2:27][CH2:26][N:25]([CH3:28])[C:24]3=[O:29])[CH:16]=1)[N:10]=[C:9]2[C:31]([NH2:35])=[O:33])(=[O:3])[CH3:2]. The catalyst class is: 5. (3) Reactant: [CH2:1]([C:3]1[CH:8]=[C:7]([C:9]([F:12])([F:11])[F:10])[N:6]=[C:5]([CH:13]=O)[CH:4]=1)[CH3:2].[CH3:15][C:16]([S@@:19]([NH2:21])=[O:20])([CH3:18])[CH3:17]. Product: [CH2:1]([C:3]1[CH:8]=[C:7]([C:9]([F:12])([F:11])[F:10])[N:6]=[C:5]([CH:13]=[N:21][S@:19]([C:16]([CH3:18])([CH3:17])[CH3:15])=[O:20])[CH:4]=1)[CH3:2]. The catalyst class is: 20. (4) Reactant: [C:1]([C@H:4]1[N:8]([S:9]([C:12]2[CH:21]=[CH:20][C:19]3[C:14](=[CH:15][CH:16]=[CH:17][CH:18]=3)[CH:13]=2)(=[O:11])=[O:10])[CH2:7][C@H:6]([S:22][S:23][C@H:24]2[CH2:28][N:27]([S:29]([C:32]3[CH:41]=[CH:40][C:39]4[C:34](=[CH:35][CH:36]=[CH:37][CH:38]=4)[CH:33]=3)(=[O:31])=[O:30])[C@H:26]([C:42](O)=[O:43])[CH2:25]2)[CH2:5]1)([OH:3])=O.C[N:46]1[CH2:51][CH2:50]OC[CH2:47]1.[B-](F)(F)(F)F.CN(C(ON1[C:70](=O)[CH:69]=[CH:68][CH:67]=[CH:66]1)=[N+](C)C)C.[CH3:72][NH:73][CH2:74][C:75]1[CH:80]=[CH:79][CH:78]=[CH:77][CH:76]=1.OS([O-])(=O)=O.[K+]. Product: [CH2:51]([N:46]([CH3:47])[C:42]([C@@H:26]1[CH2:25][C@@H:24]([S:23][S:22][C@@H:6]2[CH2:5][C@@H:4]([C:1](=[O:3])[N:73]([CH2:74][C:75]3[CH:80]=[CH:79][CH:78]=[CH:77][CH:76]=3)[CH3:72])[N:8]([S:9]([C:12]3[CH:21]=[CH:20][C:19]4[C:14](=[CH:15][CH:16]=[CH:17][CH:18]=4)[CH:13]=3)(=[O:10])=[O:11])[CH2:7]2)[CH2:28][N:27]1[S:29]([C:32]1[CH:41]=[CH:40][C:39]2[C:34](=[CH:35][CH:36]=[CH:37][CH:38]=2)[CH:33]=1)(=[O:30])=[O:31])=[O:43])[C:50]1[CH:70]=[CH:69][CH:68]=[CH:67][CH:66]=1. The catalyst class is: 2. (5) Reactant: [Cl:1][C:2]1[CH:7]=[CH:6][CH:5]=[CH:4][C:3]=1[C:8]1[N:9]([CH3:22])[C:10]([C:13]2([C:17]([O:19]CC)=[O:18])[CH2:16][CH2:15][CH2:14]2)=[N:11][N:12]=1.[OH-].[K+]. Product: [Cl:1][C:2]1[CH:7]=[CH:6][CH:5]=[CH:4][C:3]=1[C:8]1[N:9]([CH3:22])[C:10]([C:13]2([C:17]([OH:19])=[O:18])[CH2:14][CH2:15][CH2:16]2)=[N:11][N:12]=1. The catalyst class is: 8. (6) Reactant: [F:1][C:2]([F:14])([F:13])[S:3][C:4]1[CH:9]=[CH:8][C:7]([CH2:10][C:11]#[N:12])=[CH:6][CH:5]=1.Cl.[OH-].[Na+]. Product: [F:13][C:2]([F:1])([F:14])[S:3][C:4]1[CH:5]=[CH:6][C:7]([CH2:10][CH2:11][NH2:12])=[CH:8][CH:9]=1. The catalyst class is: 165. (7) Reactant: C([O:5][C:6](=[O:43])[C:7]1[CH:12]=[CH:11][C:10]([N:13]2[CH2:18][CH2:17][CH:16]([C:19]3[CH:24]=[CH:23][C:22]([NH:25][C:26]([C:28]4[N:29]=[C:30]([C:37]5[CH:42]=[CH:41][CH:40]=[CH:39][CH:38]=5)[O:31][C:32]=4[C:33]([F:36])([F:35])[F:34])=[O:27])=[CH:21][CH:20]=3)[CH2:15][CH2:14]2)=[CH:9][CH:8]=1)(C)(C)C. Product: [C:37]1([C:30]2[O:31][C:32]([C:33]([F:34])([F:35])[F:36])=[C:28]([C:26]([NH:25][C:22]3[CH:21]=[CH:20][C:19]([CH:16]4[CH2:15][CH2:14][N:13]([C:10]5[CH:9]=[CH:8][C:7]([C:6]([OH:43])=[O:5])=[CH:12][CH:11]=5)[CH2:18][CH2:17]4)=[CH:24][CH:23]=3)=[O:27])[N:29]=2)[CH:42]=[CH:41][CH:40]=[CH:39][CH:38]=1. The catalyst class is: 557.